Dataset: Peptide-MHC class II binding affinity with 134,281 pairs from IEDB. Task: Regression. Given a peptide amino acid sequence and an MHC pseudo amino acid sequence, predict their binding affinity value. This is MHC class II binding data. (1) The peptide sequence is GELQIVDKIDAAFKF. The MHC is DRB3_0101 with pseudo-sequence DRB3_0101. The binding affinity (normalized) is 0.635. (2) The peptide sequence is GFFTSVGKGIHTVFG. The MHC is H-2-IEd with pseudo-sequence H-2-IEd. The binding affinity (normalized) is 0.0884. (3) The peptide sequence is AAATAGTTEYGAFAA. The MHC is HLA-DQA10401-DQB10402 with pseudo-sequence HLA-DQA10401-DQB10402. The binding affinity (normalized) is 0.503. (4) The peptide sequence is ELLLSLAEELCSEKP. The MHC is DRB1_0101 with pseudo-sequence DRB1_0101. The binding affinity (normalized) is 0.259. (5) The peptide sequence is MGASYFAADRILPEL. The MHC is HLA-DPA10301-DPB10402 with pseudo-sequence HLA-DPA10301-DPB10402. The binding affinity (normalized) is 0.393.